Regression. Given a peptide amino acid sequence and an MHC pseudo amino acid sequence, predict their binding affinity value. This is MHC class I binding data. From a dataset of Peptide-MHC class I binding affinity with 185,985 pairs from IEDB/IMGT. The peptide sequence is MYPFIFFIV. The MHC is HLA-A02:16 with pseudo-sequence HLA-A02:16. The binding affinity (normalized) is 0.0847.